This data is from Forward reaction prediction with 1.9M reactions from USPTO patents (1976-2016). The task is: Predict the product of the given reaction. (1) Given the reactants [Br:1][C:2]1[CH:3]=[C:4]([CH2:13][OH:14])[CH:5]=[C:6]([O:8][C:9]([F:12])([F:11])[F:10])[CH:7]=1.CCN(C(C)C)C(C)C.[CH3:24][S:25](Cl)(=[O:27])=[O:26].OS([O-])(=O)=O.[K+], predict the reaction product. The product is: [CH3:24][S:25]([O:14][CH2:13][C:4]1[CH:5]=[C:6]([O:8][C:9]([F:11])([F:12])[F:10])[CH:7]=[C:2]([Br:1])[CH:3]=1)(=[O:27])=[O:26]. (2) Given the reactants [Cl:1][C:2]1[C:7]([CH2:8][CH2:9][CH2:10][O:11][CH3:12])=[CH:6][C:5]([CH2:13][CH2:14][CH2:15][O:16][CH3:17])=[CH:4][C:3]=1[CH2:18][OH:19].C(N(CC)CC)C.[CH3:27][S:28](Cl)(=[O:30])=[O:29], predict the reaction product. The product is: [CH3:27][S:28]([O:19][CH2:18][C:3]1[CH:4]=[C:5]([CH2:13][CH2:14][CH2:15][O:16][CH3:17])[CH:6]=[C:7]([CH2:8][CH2:9][CH2:10][O:11][CH3:12])[C:2]=1[Cl:1])(=[O:30])=[O:29]. (3) Given the reactants [F-:1].[Cs+].[Cl:3][C:4]1[CH:9]=[C:8](Cl)[N:7]=[C:6]([NH2:11])[CH:5]=1.CS(C)=O, predict the reaction product. The product is: [Cl:3][C:4]1[CH:9]=[C:8]([F:1])[N:7]=[C:6]([NH2:11])[CH:5]=1. (4) Given the reactants Br[C:2]1[CH:7]=[C:6]([F:8])[CH:5]=[C:4]([Br:9])[CH:3]=1.C(O[K])(C)(C)C.[CH3:16][N:17]([CH3:22])[CH2:18][CH2:19][NH:20]C, predict the reaction product. The product is: [Br:9][C:4]1[CH:3]=[C:2]([NH:20][CH2:19][CH2:18][N:17]([CH3:22])[CH3:16])[CH:7]=[C:6]([F:8])[CH:5]=1. (5) Given the reactants [CH3:1][O:2][C:3]1[CH:12]=[CH:11][C:10]([O:13][CH3:14])=[C:9]2[C:4]=1[CH2:5][CH2:6][CH:7]([C:15]([OH:17])=O)[CH2:8]2.[F:18][C:19]1[CH:20]=[C:21]([CH:24]=[C:25]([F:27])[CH:26]=1)[CH2:22][NH2:23].C(N(CC)CC)C.CN(C(ON1N=NC2C=CC=CC1=2)=[N+](C)C)C.F[P-](F)(F)(F)(F)F, predict the reaction product. The product is: [F:18][C:19]1[CH:20]=[C:21]([CH2:22][NH:23][C:15]([CH:7]2[CH2:6][CH2:5][C:4]3[C:9](=[C:10]([O:13][CH3:14])[CH:11]=[CH:12][C:3]=3[O:2][CH3:1])[CH2:8]2)=[O:17])[CH:24]=[C:25]([F:27])[CH:26]=1. (6) Given the reactants CC1C=CC(S(O[CH2:12][CH2:13][CH2:14][C:15]2[C:23]3[C:18](=[CH:19][CH:20]=[C:21]([C:24]#[N:25])[CH:22]=3)[NH:17][CH:16]=2)(=O)=O)=CC=1.[CH3:26][O:27][C:28]1[CH:33]=[C:32]([O:34][CH3:35])[N:31]=[C:30]([N:36]2[CH2:41][CH2:40][NH:39][CH2:38][CH2:37]2)[N:29]=1.C(=O)([O-])[O-].[K+].[K+].[I-].[K+], predict the reaction product. The product is: [CH3:26][O:27][C:28]1[CH:33]=[C:32]([O:34][CH3:35])[N:31]=[C:30]([N:36]2[CH2:37][CH2:38][N:39]([CH2:12][CH2:13][CH2:14][C:15]3[C:23]4[C:18](=[CH:19][CH:20]=[C:21]([C:24]#[N:25])[CH:22]=4)[NH:17][CH:16]=3)[CH2:40][CH2:41]2)[N:29]=1. (7) Given the reactants [OH:1][CH2:2][CH:3]1[NH:8][CH2:7][CH2:6][N:5]([C:9]([O:11][CH2:12][C:13]2[CH:18]=[CH:17][CH:16]=[CH:15][CH:14]=2)=[O:10])[CH2:4]1.C=O.[BH-](OC(C)=O)(OC(C)=O)O[C:23](C)=O.[Na+].C(=O)([O-])[O-].[Na+].[Na+], predict the reaction product. The product is: [OH:1][CH2:2][CH:3]1[N:8]([CH3:23])[CH2:7][CH2:6][N:5]([C:9]([O:11][CH2:12][C:13]2[CH:18]=[CH:17][CH:16]=[CH:15][CH:14]=2)=[O:10])[CH2:4]1. (8) Given the reactants [CH3:1][S:2]([NH:5][C@H:6]([CH2:10][C:11]1[CH:16]=[CH:15][CH:14]=[CH:13][CH:12]=1)[C:7]([OH:9])=O)(=[O:4])=[O:3].Cl.[CH2:18]([O:25][C:26](=[O:32])[C@@H:27]1[CH2:31][CH2:30][CH2:29][NH:28]1)[C:19]1[CH:24]=[CH:23][CH:22]=[CH:21][CH:20]=1, predict the reaction product. The product is: [CH2:18]([O:25][C:26]([C@@H:27]1[CH2:31][CH2:30][CH2:29][N:28]1[C:7](=[O:9])[C@H:6]([NH:5][S:2]([CH3:1])(=[O:3])=[O:4])[CH2:10][C:11]1[CH:16]=[CH:15][CH:14]=[CH:13][CH:12]=1)=[O:32])[C:19]1[CH:20]=[CH:21][CH:22]=[CH:23][CH:24]=1. (9) Given the reactants [C:1]([NH:4][N:5]=[C:6]1[C@@H:12]([CH2:13][C:14]([O:16][CH2:17][CH3:18])=[O:15])[O:11][C@H:10]([C:19]2[CH:24]=[CH:23][CH:22]=[C:21]([O:25][CH3:26])[C:20]=2[O:27][CH3:28])[C:9]2[CH:29]=[C:30]([Cl:33])[CH:31]=[CH:32][C:8]=2[NH:7]1)(=O)[CH3:2], predict the reaction product. The product is: [Cl:33][C:30]1[CH:31]=[CH:32][C:8]2[N:7]3[C:1]([CH3:2])=[N:4][N:5]=[C:6]3[C@@H:12]([CH2:13][C:14]([O:16][CH2:17][CH3:18])=[O:15])[O:11][C@H:10]([C:19]3[CH:24]=[CH:23][CH:22]=[C:21]([O:25][CH3:26])[C:20]=3[O:27][CH3:28])[C:9]=2[CH:29]=1. (10) Given the reactants C([O:8][N:9]1[C:15](=[O:16])[N:14]2[CH2:17][C@H:10]1[CH2:11][CH2:12][C@H:13]2[C:18]([NH:20][O:21][CH2:22][CH2:23][NH:24][C:25]([NH:27][C:28](=[O:34])[O:29][C:30]([CH3:33])([CH3:32])[CH3:31])=[O:26])=[O:19])C1C=CC=CC=1, predict the reaction product. The product is: [OH:8][N:9]1[C:15](=[O:16])[N:14]2[CH2:17][C@H:10]1[CH2:11][CH2:12][C@H:13]2[C:18]([NH:20][O:21][CH2:22][CH2:23][NH:24][C:25]([NH:27][C:28](=[O:34])[O:29][C:30]([CH3:32])([CH3:31])[CH3:33])=[O:26])=[O:19].